Dataset: Catalyst prediction with 721,799 reactions and 888 catalyst types from USPTO. Task: Predict which catalyst facilitates the given reaction. (1) Product: [ClH:31].[CH3:23][O:22][C:19]1[CH:20]=[C:21]2[C:16](=[CH:17][CH:18]=1)[CH2:15][NH:14][CH2:13][CH:12]2[N:3]1[C:4](=[O:11])[C:5]2[C:10](=[CH:9][CH:8]=[CH:7][CH:6]=2)[C:2]1=[O:1]. The catalyst class is: 27. Reactant: [O:1]=[C:2]1[C:10]2[C:5](=[CH:6][CH:7]=[CH:8][CH:9]=2)[C:4](=[O:11])[N:3]1[CH:12]1[C:21]2[C:16](=[CH:17][CH:18]=[C:19]([O:22][CH3:23])[CH:20]=2)[CH2:15][N:14](C(OC(C)(C)C)=O)[CH2:13]1.[ClH:31].O1CCOCC1. (2) Reactant: [OH:1][C:2]1[N:9]=[CH:8][CH:7]=[C:6]([O:10][CH3:11])[C:3]=1[C:4]#[N:5].[CH:12]1[CH:17]=[CH:16][C:15]([CH2:18]Br)=[CH:14][CH:13]=1. Product: [CH2:18]([O:1][C:2]1[N:9]=[CH:8][CH:7]=[C:6]([O:10][CH3:11])[C:3]=1[C:4]#[N:5])[C:15]1[CH:16]=[CH:17][CH:12]=[CH:13][CH:14]=1. The catalyst class is: 11. (3) Reactant: CN(C)[CH:3]=[CH:4][C:5]([C:7]1[C:12](=[O:13])[C:11]([O:14][CH3:15])=[CH:10][N:9]([C:16]2[CH:21]=[CH:20][C:19]([N:22]3[CH:26]=[CH:25][CH:24]=[N:23]3)=[CH:18][C:17]=2[F:27])[N:8]=1)=O.Cl.[F:30][C:31]([F:42])([F:41])[O:32][C:33]1[CH:34]=[C:35]([NH:39][NH2:40])[CH:36]=[CH:37][CH:38]=1.C(O)(C(F)(F)F)=O. Product: [F:27][C:17]1[CH:18]=[C:19]([N:22]2[CH:26]=[CH:25][CH:24]=[N:23]2)[CH:20]=[CH:21][C:16]=1[N:9]1[CH:10]=[C:11]([O:14][CH3:15])[C:12](=[O:13])[C:7]([C:5]2[N:39]([C:35]3[CH:36]=[CH:37][CH:38]=[C:33]([O:32][C:31]([F:41])([F:42])[F:30])[CH:34]=3)[N:40]=[CH:3][CH:4]=2)=[N:8]1. The catalyst class is: 8. (4) Reactant: [CH2:1]([O:3][C:4]1[CH:5]=[C:6]([CH2:13][CH2:14][NH2:15])[CH:7]=[CH:8][C:9]=1[O:10][CH2:11][CH3:12])[CH3:2].[CH3:16][C:17]#N. Product: [CH2:1]([O:3][C:4]1[CH:5]=[C:6]([CH2:13][CH2:14][NH:15][CH2:16][CH3:17])[CH:7]=[CH:8][C:9]=1[O:10][CH2:11][CH3:12])[CH3:2]. The catalyst class is: 847. (5) Reactant: [C:1]12([C:11](=[O:24])[CH2:12][S:13][C:14]3[CH:19]=[CH:18][C:17]([NH:20][C:21](=[O:23])[CH3:22])=[CH:16][CH:15]=3)[CH2:10][CH:5]3[CH2:6][CH:7]([CH2:9][CH:3]([CH2:4]3)[CH2:2]1)[CH2:8]2.C1C=C(Cl)C=C(C(OO)=[O:33])C=1. Product: [C:1]12([C:11](=[O:24])[CH2:12][S:13]([C:14]3[CH:19]=[CH:18][C:17]([NH:20][C:21](=[O:23])[CH3:22])=[CH:16][CH:15]=3)=[O:33])[CH2:8][CH:7]3[CH2:9][CH:3]([CH2:4][CH:5]([CH2:6]3)[CH2:10]1)[CH2:2]2. The catalyst class is: 2. (6) Reactant: [CH2:1]([O:3][C:4](=[O:13])[C:5]1[CH:10]=[CH:9][C:8]([OH:11])=[CH:7][C:6]=1[CH3:12])[CH3:2].N1C=CN=C1.[Si:19](Cl)([C:22]([CH3:25])([CH3:24])[CH3:23])([CH3:21])[CH3:20]. Product: [CH2:1]([O:3][C:4](=[O:13])[C:5]1[CH:10]=[CH:9][C:8]([O:11][Si:19]([C:22]([CH3:25])([CH3:24])[CH3:23])([CH3:21])[CH3:20])=[CH:7][C:6]=1[CH3:12])[CH3:2]. The catalyst class is: 18.